Dataset: Peptide-MHC class II binding affinity with 134,281 pairs from IEDB. Task: Regression. Given a peptide amino acid sequence and an MHC pseudo amino acid sequence, predict their binding affinity value. This is MHC class II binding data. (1) The peptide sequence is RRVFHGVAKNPVVDG. The MHC is DRB1_0301 with pseudo-sequence DRB1_0301. The binding affinity (normalized) is 0.617. (2) The peptide sequence is EEAEISGSSARYDVA. The MHC is HLA-DQA10201-DQB10303 with pseudo-sequence HLA-DQA10201-DQB10303. The binding affinity (normalized) is 0.406. (3) The peptide sequence is YRVNRYTKSAHQKGE. The MHC is DRB4_0101 with pseudo-sequence DRB4_0103. The binding affinity (normalized) is 0.0586. (4) The peptide sequence is AAATAGTSVYGAFAA. The MHC is HLA-DQA10102-DQB10602 with pseudo-sequence HLA-DQA10102-DQB10602. The binding affinity (normalized) is 0.750. (5) The peptide sequence is LSEFGKAKGSRAIWY. The MHC is HLA-DQA10501-DQB10402 with pseudo-sequence HLA-DQA10501-DQB10402. The binding affinity (normalized) is 0.561. (6) The peptide sequence is DKFYDCLKNSADTISSYF. The MHC is DRB1_0101 with pseudo-sequence DRB1_0101. The binding affinity (normalized) is 0.233. (7) The peptide sequence is AYSDDKSMKVTVAFN. The MHC is DRB1_0901 with pseudo-sequence DRB1_0901. The binding affinity (normalized) is 0.397.